Regression. Given a peptide amino acid sequence and an MHC pseudo amino acid sequence, predict their binding affinity value. This is MHC class II binding data. From a dataset of Peptide-MHC class II binding affinity with 134,281 pairs from IEDB. (1) The peptide sequence is GQEKYTDYLTVMDRY. The MHC is HLA-DQA10501-DQB10302 with pseudo-sequence HLA-DQA10501-DQB10302. The binding affinity (normalized) is 0.404. (2) The peptide sequence is FDREFTFGWDELLSK. The MHC is HLA-DQA10501-DQB10301 with pseudo-sequence HLA-DQA10501-DQB10301. The binding affinity (normalized) is 0.186. (3) The peptide sequence is GATDVDGMAWFTPVG. The MHC is DRB5_0101 with pseudo-sequence DRB5_0101. The binding affinity (normalized) is 0. (4) The peptide sequence is AFKVAWTAANAAPAN. The MHC is DRB1_0401 with pseudo-sequence DRB1_0401. The binding affinity (normalized) is 0.814. (5) The peptide sequence is YAIGGSSNPTILSEG. The MHC is DRB4_0101 with pseudo-sequence DRB4_0103. The binding affinity (normalized) is 0.253. (6) The peptide sequence is EKKYFAATQMEPLAA. The MHC is HLA-DQA10401-DQB10402 with pseudo-sequence HLA-DQA10401-DQB10402. The binding affinity (normalized) is 0.530. (7) The binding affinity (normalized) is 0. The MHC is DRB3_0101 with pseudo-sequence DRB3_0101. The peptide sequence is DGQGKAVWGKNSCAK. (8) The binding affinity (normalized) is 0.0643. The peptide sequence is EAAVKQAYAATVAAA. The MHC is DRB3_0101 with pseudo-sequence DRB3_0101. (9) The peptide sequence is RMAMTDTTPFGQQRV. The MHC is DRB1_0404 with pseudo-sequence DRB1_0404. The binding affinity (normalized) is 0. (10) The peptide sequence is AAAQKEVSGVKGFTL. The MHC is HLA-DQA10601-DQB10402 with pseudo-sequence HLA-DQA10601-DQB10402. The binding affinity (normalized) is 0.240.